This data is from Reaction yield outcomes from USPTO patents with 853,638 reactions. The task is: Predict the reaction yield, written as a fraction of the theoretical maximum amount of product (1.0 means a 100% yield; for example, 0.34 means a 34% yield). (1) The reactants are [Si]([O:8][CH2:9][CH:10]1[CH2:14][CH2:13][N:12]([C:15]2[N:20]=[C:19]([C:21]([NH:23][C:24]3[C:33]([CH3:34])=[CH:32][C:27]([C:28]([O:30][CH3:31])=[O:29])=[CH:26][C:25]=3[CH3:35])=[O:22])[C:18]([CH3:36])=[CH:17][CH:16]=2)[CH2:11]1)(C(C)(C)C)(C)C.[N+](CCCC)(CCCC)(CCCC)CCCC.[F-]. The catalyst is C1COCC1. The product is [OH:8][CH2:9][CH:10]1[CH2:14][CH2:13][N:12]([C:15]2[N:20]=[C:19]([C:21]([NH:23][C:24]3[C:25]([CH3:35])=[CH:26][C:27]([C:28]([O:30][CH3:31])=[O:29])=[CH:32][C:33]=3[CH3:34])=[O:22])[C:18]([CH3:36])=[CH:17][CH:16]=2)[CH2:11]1. The yield is 0.420. (2) The reactants are [CH2:1](Br)[C:2]1[CH:7]=[CH:6][CH:5]=[CH:4][CH:3]=1.[CH3:9][C@@:10]12[C:27]([CH3:29])([CH3:28])[C@@H:13]([C:14]3[C:15](=[O:26])[N:16]([C:19]4[CH:24]=[CH:23][C:22]([CH3:25])=[CH:21][CH:20]=4)[NH:17][C:18]=31)[CH2:12][CH2:11]2.[I-].[K+].C(=O)([O-])[O-].[K+].[K+]. The catalyst is CN(C)C=O.O. The product is [CH2:1]([N:17]1[C:18]2[C@@:10]3([CH3:9])[C:27]([CH3:29])([CH3:28])[C@H:13]([CH2:12][CH2:11]3)[C:14]=2[C:15](=[O:26])[N:16]1[C:19]1[CH:20]=[CH:21][C:22]([CH3:25])=[CH:23][CH:24]=1)[C:2]1[CH:7]=[CH:6][CH:5]=[CH:4][CH:3]=1.[CH2:1]([O:26][C:15]1[N:16]([C:19]2[CH:24]=[CH:23][C:22]([CH3:25])=[CH:21][CH:20]=2)[N:17]=[C:18]2[C:14]=1[C@@H:13]1[C:27]([CH3:29])([CH3:28])[C@@:10]2([CH3:9])[CH2:11][CH2:12]1)[C:2]1[CH:7]=[CH:6][CH:5]=[CH:4][CH:3]=1. The yield is 0.0350. (3) The reactants are [H-].[H-].[H-].[H-].[Li+].[Al+3].C([O:9][C:10](=O)[CH:11]([O:20][C:21]1[CH:43]=[CH:42][C:24]2[C:25]3[N:29]([CH2:30][CH2:31][O:32][C:23]=2[CH:22]=1)[CH:28]=[C:27]([C:33]1[N:34]([CH:39]([CH3:41])[CH3:40])[N:35]=[C:36]([CH3:38])[N:37]=1)[N:26]=3)[CH2:12][CH:13]([CH3:19])[C:14](OCC)=[O:15])C.CCOC(C)=O.[C@H](O)(C([O-])=O)[C@@H](O)C([O-])=O.[Na+].[K+]. The catalyst is C1COCC1. The product is [CH:39]([N:34]1[C:33]([C:27]2[N:26]=[C:25]3[N:29]([CH2:30][CH2:31][O:32][C:23]4[CH:22]=[C:21]([O:20][CH:11]([CH2:12][CH:13]([CH3:19])[CH2:14][OH:15])[CH2:10][OH:9])[CH:43]=[CH:42][C:24]=43)[CH:28]=2)=[N:37][C:36]([CH3:38])=[N:35]1)([CH3:41])[CH3:40]. The yield is 0.550. (4) The reactants are [CH:1]1([CH2:4][OH:5])[CH2:3][CH2:2]1.[H-].[Na+].[Cl:8][C:9]1[CH:10]=[C:11]2[C:19](=[C:20]([N+:23]([O-:25])=[O:24])[C:21]=1F)[NH:18][C:17]1[CH:16]=[N:15][CH:14]=[CH:13][C:12]2=1.O. The catalyst is CN(C=O)C. The product is [Cl:8][C:9]1[CH:10]=[C:11]2[C:19](=[C:20]([N+:23]([O-:25])=[O:24])[C:21]=1[O:5][CH2:4][CH:1]1[CH2:3][CH2:2]1)[NH:18][C:17]1[CH:16]=[N:15][CH:14]=[CH:13][C:12]2=1. The yield is 0.850. (5) The reactants are [C:1]([O:5][C:6]([N:8]1[CH2:13][CH2:12][CH2:11][CH2:10][C@@H:9]1[CH2:14][OH:15])=[O:7])([CH3:4])([CH3:3])[CH3:2].[N+:16]([C:19]1[CH:26]=[CH:25][CH:24]=[C:23]([N+]([O-])=O)[C:20]=1[C:21]#[N:22])([O-:18])=[O:17].[H-].[Na+]. The catalyst is C1COCC1. The product is [C:1]([O:5][C:6]([N:8]1[CH2:13][CH2:12][CH2:11][CH2:10][C@@H:9]1[CH2:14][O:15][C:23]1[CH:24]=[CH:25][CH:26]=[C:19]([N+:16]([O-:18])=[O:17])[C:20]=1[C:21]#[N:22])=[O:7])([CH3:4])([CH3:3])[CH3:2]. The yield is 0.910. (6) The reactants are [F:1][C:2]1[CH:7]=[CH:6][C:5]([C:8]2[N:9]=[CH:10][NH:11][CH:12]=2)=[CH:4][CH:3]=1.C([O-])([O-])=O.[Cs+].[Cs+].[CH3:19][Si:20]([CH2:23][CH2:24][O:25][CH2:26]Cl)([CH3:22])[CH3:21]. The catalyst is CN(C=O)C. The product is [F:1][C:2]1[CH:3]=[CH:4][C:5]([C:8]2[N:9]=[CH:10][N:11]([CH2:26][O:25][CH2:24][CH2:23][Si:20]([CH3:22])([CH3:21])[CH3:19])[CH:12]=2)=[CH:6][CH:7]=1. The yield is 0.420. (7) The reactants are [NH:1]1[CH2:6][CH2:5][O:4][CH2:3][CH2:2]1.[Cl:7][CH2:8][CH2:9][CH2:10]I.Cl. The catalyst is C1COCC1.CCOCC.[Zn]. The product is [ClH:7].[Cl:7][CH2:8][CH2:9][CH2:10][N:1]1[CH2:6][CH2:5][O:4][CH2:3][CH2:2]1. The yield is 0.310.